This data is from Catalyst prediction with 721,799 reactions and 888 catalyst types from USPTO. The task is: Predict which catalyst facilitates the given reaction. (1) Reactant: [S:1]1[C:5]2[CH:6]=[CH:7][CH:8]=[CH:9][C:4]=2[C:3]([NH:10][CH2:11][CH2:12][NH:13][C:14]([CH:16]2[CH2:21][CH2:20][CH2:19][NH:18][CH2:17]2)=[O:15])=[N:2]1.C(N(C(C)C)CC)(C)C.[Cl:31][C:32]1[CH:33]=[C:34]([CH:38]=[C:39]([Cl:41])[CH:40]=1)[C:35](Cl)=[O:36]. Product: [S:1]1[C:5]2[CH:6]=[CH:7][CH:8]=[CH:9][C:4]=2[C:3]([NH:10][CH2:11][CH2:12][NH:13][C:14]([CH:16]2[CH2:21][CH2:20][CH2:19][N:18]([C:35](=[O:36])[C:34]3[CH:33]=[C:32]([Cl:31])[CH:40]=[C:39]([Cl:41])[CH:38]=3)[CH2:17]2)=[O:15])=[N:2]1. The catalyst class is: 4. (2) Reactant: [Cl:1][C:2]1[CH:3]=[CH:4][C:5]2[NH:11][C:10](=S)[C@@H:9]([CH2:13][C:14]([O:16][CH3:17])=[O:15])[S:8][C@H:7]([C:18]3[CH:23]=[CH:22][CH:21]=[C:20]([O:24][CH3:25])[C:19]=3[O:26][CH3:27])[C:6]=2[CH:28]=1.[C:29]([NH:32][NH2:33])(=[O:31])[CH3:30]. Product: [C:29]([NH:32][N:33]=[C:10]1[C@@H:9]([CH2:13][C:14]([O:16][CH3:17])=[O:15])[S:8][C@H:7]([C:18]2[CH:23]=[CH:22][CH:21]=[C:20]([O:24][CH3:25])[C:19]=2[O:26][CH3:27])[C:6]2[CH:28]=[C:2]([Cl:1])[CH:3]=[CH:4][C:5]=2[NH:11]1)(=[O:31])[CH3:30]. The catalyst class is: 41.